This data is from Full USPTO retrosynthesis dataset with 1.9M reactions from patents (1976-2016). The task is: Predict the reactants needed to synthesize the given product. (1) Given the product [C:15]([C@H:10]1[CH2:9][N:8]([CH2:7][C:6]2[CH:17]=[CH:18][C:3]([O:2][CH3:1])=[CH:4][CH:5]=2)[C@H:13]([CH3:14])[CH2:12][CH2:11]1)#[CH:19], predict the reactants needed to synthesize it. The reactants are: [CH3:1][O:2][C:3]1[CH:18]=[CH:17][C:6]([CH2:7][N:8]2[C@H:13]([CH3:14])[CH2:12][CH2:11][C@@H:10]([CH:15]=O)[CH2:9]2)=[CH:5][CH:4]=1.[C:19](=O)([O-])[O-].[K+].[K+].[N+](=C(P(=O)(OC)OC)C(=O)C)=[N-]. (2) Given the product [C:1]([C:3]1[C:4]([C:16]2[CH:21]=[CH:20][C:19]([C:22]3[CH:27]=[CH:26][CH:25]=[CH:24][C:23]=3[C:28]#[N:29])=[CH:18][CH:17]=2)=[C:5]([C:11]([OH:13])=[O:12])[N:6]([CH3:10])[C:7]=1[CH2:8][CH3:9])#[N:2], predict the reactants needed to synthesize it. The reactants are: [C:1]([C:3]1[C:4]([C:16]2[CH:21]=[CH:20][C:19]([C:22]3[CH:27]=[CH:26][CH:25]=[CH:24][C:23]=3[C:28]#[N:29])=[CH:18][CH:17]=2)=[C:5]([C:11]([O:13]CC)=[O:12])[N:6]([CH3:10])[C:7]=1[CH2:8][CH3:9])#[N:2].C1COCC1.[Li+].[OH-].C. (3) The reactants are: [N:1]1[C:5]2[C:6]3[CH:12]=[CH:11][S:10][C:7]=3[CH2:8][CH2:9][C:4]=2[S:3][C:2]=1[NH2:13].[CH2:14]([C:17]1[CH:22]=[CH:21][C:20]([S:23](Cl)(=[O:25])=[O:24])=[CH:19][CH:18]=1)[CH2:15][CH3:16]. Given the product [N:1]1[C:5]2[C:6]3[CH:12]=[CH:11][S:10][C:7]=3[CH2:8][CH2:9][C:4]=2[S:3][C:2]=1[NH:13][S:23]([C:20]1[CH:21]=[CH:22][C:17]([CH2:14][CH2:15][CH3:16])=[CH:18][CH:19]=1)(=[O:25])=[O:24], predict the reactants needed to synthesize it. (4) Given the product [S:1]([C:5]1[CH:11]=[CH:10][C:8]([CH3:9])=[CH:7][CH:6]=1)([O-:4])(=[O:3])=[O:2].[CH3:12][N:13]([CH3:14])[C:15](=[N+:21]([CH3:22])[CH3:20])[N:17]([CH3:19])[CH3:18], predict the reactants needed to synthesize it. The reactants are: [S:1]([C:5]1[CH:11]=[CH:10][C:8]([CH3:9])=[CH:7][CH:6]=1)([O-:4])(=[O:3])=[O:2].[CH3:12][N:13]([C+:15]([N:17]([CH3:19])[CH3:18])Cl)[CH3:14].[CH3:20][N-:21][CH3:22].[Li+]. (5) Given the product [F:23][C:24]1[CH:29]=[C:28]([F:30])[CH:27]=[CH:26][C:25]=1[C:2]1[CH:7]=[CH:6][C:5]([C:8]2([NH:11][C:12](=[O:22])[O:13][C@H:14]3[CH:19]4[CH2:20][CH2:21][N:16]([CH2:17][CH2:18]4)[CH2:15]3)[CH2:10][CH2:9]2)=[CH:4][CH:3]=1, predict the reactants needed to synthesize it. The reactants are: Br[C:2]1[CH:7]=[CH:6][C:5]([C:8]2([NH:11][C:12](=[O:22])[O:13][C@H:14]3[CH:19]4[CH2:20][CH2:21][N:16]([CH2:17][CH2:18]4)[CH2:15]3)[CH2:10][CH2:9]2)=[CH:4][CH:3]=1.[F:23][C:24]1[CH:29]=[C:28]([F:30])[CH:27]=[CH:26][C:25]=1B(O)O. (6) The reactants are: [CH3:1][C:2]([CH3:46])=[CH:3][CH2:4][CH2:5]/[C:6](/[CH3:45])=[CH:7]/[CH2:8][CH2:9]/[C:10](/[CH3:44])=[CH:11]/[CH2:12][CH2:13]/[C:14](/[CH3:43])=[CH:15]/[CH2:16][CH2:17]/[C:18](/[CH3:42])=[CH:19]/[CH2:20][CH2:21]/[C:22](/[CH3:41])=[CH:23]/[CH2:24][CH2:25]/[C:26](/[CH3:40])=[CH:27]/[CH2:28][CH2:29]/[C:30](/[CH3:39])=[CH:31]/[CH2:32][CH2:33]/[C:34](/[CH3:38])=[CH:35]/[CH2:36]O.P(Br)(Br)[Br:48]. Given the product [CH3:1][C:2]([CH3:46])=[CH:3][CH2:4][CH2:5]/[C:6](/[CH3:45])=[CH:7]/[CH2:8][CH2:9]/[C:10](/[CH3:44])=[CH:11]/[CH2:12][CH2:13]/[C:14](/[CH3:43])=[CH:15]/[CH2:16][CH2:17]/[C:18](/[CH3:42])=[CH:19]/[CH2:20][CH2:21]/[C:22](/[CH3:41])=[CH:23]/[CH2:24][CH2:25]/[C:26](/[CH3:40])=[CH:27]/[CH2:28][CH2:29]/[C:30](/[CH3:39])=[CH:31]/[CH2:32][CH2:33]/[C:34](/[CH3:38])=[CH:35]/[CH2:36][Br:48], predict the reactants needed to synthesize it. (7) Given the product [Cl:1][C:2]1[C:3]([C:22]([F:23])([F:25])[F:24])=[CH:4][C:5]2[NH:21][C:26](=[O:27])[N:8]([CH:9]3[CH2:10][CH2:11][N:12]([CH:15]4[CH2:20][CH2:19][O:18][CH2:17][CH2:16]4)[CH2:13][CH2:14]3)[C:6]=2[CH:7]=1, predict the reactants needed to synthesize it. The reactants are: [Cl:1][C:2]1[CH:7]=[C:6]([NH:8][CH:9]2[CH2:14][CH2:13][N:12]([CH:15]3[CH2:20][CH2:19][O:18][CH2:17][CH2:16]3)[CH2:11][CH2:10]2)[C:5]([NH2:21])=[CH:4][C:3]=1[C:22]([F:25])([F:24])[F:23].[C:26](C1NC=CN=1)(C1NC=CN=1)=[O:27].C(OCC)(=O)C.